From a dataset of Reaction yield outcomes from USPTO patents with 853,638 reactions. Predict the reaction yield, written as a fraction of the theoretical maximum amount of product (1.0 means a 100% yield; for example, 0.34 means a 34% yield). (1) The reactants are [F:1][C:2]1[CH:7]=[C:6]([F:8])[CH:5]=[CH:4][C:3]=1[C@@:9]1([CH2:13][N:14]2[CH:18]=[N:17][CH:16]=[N:15]2)[C@H:11]([CH3:12])[O:10]1.C(=O)([O-])[O-].[Ca+2].[NH:24]1[CH:28]=[C:27](/[CH:29]=[CH:30]/[C:31]2[CH:38]=[CH:37][C:34]([C:35]#[N:36])=[CH:33][CH:32]=2)[CH:26]=[N:25]1. The catalyst is CN(C)C=O. The product is [F:1][C:2]1[CH:7]=[C:6]([F:8])[CH:5]=[CH:4][C:3]=1[C@@:9]([OH:10])([CH2:13][N:14]1[CH:18]=[N:17][CH:16]=[N:15]1)[C@H:11]([N:24]1[CH:28]=[C:27](/[CH:29]=[CH:30]/[C:31]2[CH:38]=[CH:37][C:34]([C:35]#[N:36])=[CH:33][CH:32]=2)[CH:26]=[N:25]1)[CH3:12]. The yield is 0.435. (2) The reactants are [CH3:1][O:2][C:3](=[O:15])[C:4]1[CH:9]=[CH:8][C:7]([CH:10]=[CH2:11])=[CH:6][C:5]=1[N+:12]([O-])=O. The catalyst is CO.[Pd]. The product is [CH3:1][O:2][C:3](=[O:15])[C:4]1[CH:9]=[CH:8][C:7]([CH2:10][CH3:11])=[CH:6][C:5]=1[NH2:12]. The yield is 0.960. (3) The reactants are Cl[C:2]1[N:7]=[C:6]([NH:8][C:9]([C:11]2([C:14]3[CH:24]=[CH:23][C:17]4[O:18][C:19]([F:22])([F:21])[O:20][C:16]=4[CH:15]=3)[CH2:13][CH2:12]2)=[O:10])[CH:5]=[C:4]([CH3:25])[CH:3]=1.[CH3:26][O:27][C:28]1[N:33]=[C:32]([CH3:34])[C:31](B2OC(C)(C)C(C)(C)O2)=[CH:30][CH:29]=1.C([O-])([O-])=O.[Na+].[Na+]. The catalyst is COCCOC.C1C=CC([P]([Pd]([P](C2C=CC=CC=2)(C2C=CC=CC=2)C2C=CC=CC=2)([P](C2C=CC=CC=2)(C2C=CC=CC=2)C2C=CC=CC=2)[P](C2C=CC=CC=2)(C2C=CC=CC=2)C2C=CC=CC=2)(C2C=CC=CC=2)C2C=CC=CC=2)=CC=1. The product is [F:21][C:19]1([F:22])[O:18][C:17]2[CH:23]=[CH:24][C:14]([C:11]3([C:9]([NH:8][C:6]4[N:7]=[C:2]([C:31]5[C:32]([CH3:34])=[N:33][C:28]([O:27][CH3:26])=[CH:29][CH:30]=5)[CH:3]=[C:4]([CH3:25])[CH:5]=4)=[O:10])[CH2:13][CH2:12]3)=[CH:15][C:16]=2[O:20]1. The yield is 0.610. (4) The reactants are C([O:5][C:6](=[O:30])[CH2:7][O:8][C:9]1[CH:14]=[CH:13][C:12]([C:15]2[N:16]([CH2:28][CH3:29])[C:17]3[C:22]([C:23]=2[C:24]#[N:25])=[CH:21][CH:20]=[C:19]([O:26][CH3:27])[CH:18]=3)=[CH:11][CH:10]=1)(C)(C)C. The catalyst is C(O)(C(F)(F)F)=O.C(Cl)Cl. The product is [C:24]([C:23]1[C:22]2[C:17](=[CH:18][C:19]([O:26][CH3:27])=[CH:20][CH:21]=2)[N:16]([CH2:28][CH3:29])[C:15]=1[C:12]1[CH:13]=[CH:14][C:9]([O:8][CH2:7][C:6]([OH:30])=[O:5])=[CH:10][CH:11]=1)#[N:25]. The yield is 0.990. (5) The reactants are [Cl:1][C:2]1[CH:7]=[CH:6][CH:5]=[CH:4][C:3]=1[NH:8][C:9]([C:11]1[C:20]([NH2:21])=[CH:19][C:18]2[C:13](=[CH:14][CH:15]=[CH:16][CH:17]=2)[CH:12]=1)=[O:10].[Cl:22][CH2:23][C:24](Cl)=O. The catalyst is C(O)(=O)C. The product is [Cl:22][CH2:23][C:24]1[N:8]([C:3]2[CH:4]=[CH:5][CH:6]=[CH:7][C:2]=2[Cl:1])[C:9](=[O:10])[C:11]2[C:20](=[CH:19][C:18]3[CH:17]=[CH:16][CH:15]=[CH:14][C:13]=3[CH:12]=2)[N:21]=1. The yield is 0.390. (6) The reactants are Cl[C:2]1[C:7]([CH:8]=[O:9])=[C:6]([N:10]2[CH2:21][C:20]3[N:19]4[C:14]([CH2:15][CH2:16][CH2:17][CH2:18]4)=[CH:13][C:12]=3[C:11]2=[O:22])[N:5]=[CH:4][CH:3]=1.[CH3:23][N:24]1[CH:29]=[C:28](B2OC(C)(C)C(C)(C)O2)[CH:27]=[C:26]([NH:39][C:40]2[CH:45]=[CH:44][C:43]([N:46]3[CH2:51][CH2:50][N:49]([CH:52]4[CH2:55][O:54][CH2:53]4)[CH2:48][C@@H:47]3[CH3:56])=[CH:42][N:41]=2)[C:25]1=[O:57].C([O-])(=O)C.[Na+].[O-]P([O-])([O-])=O.[K+].[K+].[K+]. The catalyst is C1C=CC(P(C2C=CC=CC=2)[C-]2C=CC=C2)=CC=1.C1C=CC(P(C2C=CC=CC=2)[C-]2C=CC=C2)=CC=1.Cl[Pd]Cl.[Fe+2].O.C(#N)C. The product is [CH3:23][N:24]1[C:25](=[O:57])[C:26]([NH:39][C:40]2[CH:45]=[CH:44][C:43]([N:46]3[CH2:51][CH2:50][N:49]([CH:52]4[CH2:53][O:54][CH2:55]4)[CH2:48][CH:47]3[CH3:56])=[CH:42][N:41]=2)=[CH:27][C:28]([C:2]2[C:7]([CH:8]=[O:9])=[C:6]([N:10]3[CH2:21][C:20]4[N:19]5[C:14]([CH2:15][CH2:16][CH2:17][CH2:18]5)=[CH:13][C:12]=4[C:11]3=[O:22])[N:5]=[CH:4][CH:3]=2)=[CH:29]1. The yield is 0.300. (7) The reactants are [OH2:1].C[N+]1([O-])[CH2:8][CH2:7][O:6][CH2:5][CH2:4]1.[C:10]([NH:20][CH2:21][CH2:22][CH2:23][CH2:24][C:25]1[CH:30]=[CH:29][C:28](OCC=C)=CC=1)([O:12][CH2:13][C:14]1[CH:19]=[CH:18][CH:17]=[CH:16][CH:15]=1)=[O:11].OS([O-])=O.[Na+].[C:40]([OH:44])(C)(C)C. The catalyst is CC(C)=O.O.[Os](=O)(=O)(=O)=O. The product is [C:10]([NH:20][CH2:21][CH2:22][CH2:23][CH2:24][C:25]1[CH:30]=[CH:29][CH:28]=[CH:8][C:7]=1[O:6][CH2:5][CH:4]([OH:1])[CH2:40][OH:44])([O:12][CH2:13][C:14]1[CH:15]=[CH:16][CH:17]=[CH:18][CH:19]=1)=[O:11]. The yield is 0.620.